This data is from Forward reaction prediction with 1.9M reactions from USPTO patents (1976-2016). The task is: Predict the product of the given reaction. (1) Given the reactants [NH2:1][C:2]1[CH:7]=[CH:6][C:5]([Cl:8])=[CH:4][C:3]=1[C:9]([C:11]1[CH:16]=[CH:15][CH:14]=[CH:13][CH:12]=1)=O.[CH:17]([C:20](=O)[CH2:21][C:22]([O:24][CH2:25][CH3:26])=[O:23])([CH3:19])[CH3:18], predict the reaction product. The product is: [CH2:25]([O:24][C:22]([C:21]1[C:20]([CH:17]([CH3:19])[CH3:18])=[N:1][C:2]2[C:3]([C:9]=1[C:11]1[CH:16]=[CH:15][CH:14]=[CH:13][CH:12]=1)=[CH:4][C:5]([Cl:8])=[CH:6][CH:7]=2)=[O:23])[CH3:26]. (2) Given the reactants [ClH:1].[CH3:2][O:3][C:4]1[CH:21]=[CH:20][C:7]([CH2:8][N:9]2[CH:13]=[C:12]([N+:14]([O-])=O)[C:11]([C:17]([NH2:19])=[O:18])=[N:10]2)=[CH:6][CH:5]=1.C(=O)([O-])[O-].[K+].[K+], predict the reaction product. The product is: [ClH:1].[NH2:14][C:12]1[C:11]([C:17]([NH2:19])=[O:18])=[N:10][N:9]([CH2:8][C:7]2[CH:6]=[CH:5][C:4]([O:3][CH3:2])=[CH:21][CH:20]=2)[CH:13]=1.